This data is from CYP2C9 inhibition data for predicting drug metabolism from PubChem BioAssay. The task is: Regression/Classification. Given a drug SMILES string, predict its absorption, distribution, metabolism, or excretion properties. Task type varies by dataset: regression for continuous measurements (e.g., permeability, clearance, half-life) or binary classification for categorical outcomes (e.g., BBB penetration, CYP inhibition). Dataset: cyp2c9_veith. (1) The molecule is CCNc1ncc2nc(C)c(=O)n(C)c2n1. The result is 0 (non-inhibitor). (2) The result is 0 (non-inhibitor). The molecule is N#Cc1cccc(-c2nc(NCc3ccccc3)c3ccccc3n2)c1. (3) The compound is CC(=O)Nc1cc(C(F)(F)F)ccc1Oc1cccc(Br)c1. The result is 1 (inhibitor). (4) The molecule is COc1ccc(NC(=O)N2CC3(CCN(C(=O)c4ccc(OC)cc4)CC3)C2)cc1. The result is 0 (non-inhibitor). (5) The result is 0 (non-inhibitor). The drug is Fc1ccc(-c2ccnc3nc(N4CCOCC4)nn23)cc1. (6) The compound is O=C(c1ccco1)N1CCC2(CCCN(c3cccc(-c4ccccc4)c3)C2)CC1. The result is 1 (inhibitor). (7) The compound is CC[C@@]1(O)C(=O)COc2c1cc1n(c2=O)Cc2c-1nc1cccc(C(C)C)c1c2[Si](C)(C)C. The result is 0 (non-inhibitor). (8) The molecule is Cl.NCCCCCc1nnc(SCc2ccc(Cl)c(Cl)c2)o1. The result is 1 (inhibitor). (9) The compound is O=C(Nc1ccc2ccccc2c1)c1onc2c1CCCC2. The result is 0 (non-inhibitor). (10) The molecule is O=C(O)/C=C\C(=O)NCc1ccccc1. The result is 0 (non-inhibitor).